From a dataset of Forward reaction prediction with 1.9M reactions from USPTO patents (1976-2016). Predict the product of the given reaction. (1) Given the reactants [Cl:1][C:2]1[N:7]=[CH:6][C:5]([O:8][C:9]2[CH:16]=[CH:15][C:14]([CH:17]=[O:18])=[CH:13][C:10]=2[C:11]#[N:12])=[CH:4][CH:3]=1.[BH4-].[Na+], predict the reaction product. The product is: [Cl:1][C:2]1[N:7]=[CH:6][C:5]([O:8][C:9]2[CH:16]=[CH:15][C:14]([CH2:17][OH:18])=[CH:13][C:10]=2[C:11]#[N:12])=[CH:4][CH:3]=1. (2) The product is: [Cl:51][C:52]1[CH:53]=[CH:54][C:55]([C@@H:58]([CH2:62][NH:63][CH2:64][C:65]([OH:68])([CH3:66])[CH3:67])[C:59]([N:38]2[CH2:37][CH2:36][N:35]([C:33]3[C:34]4[C@H:26]([CH3:25])[CH2:27][C@@H:28]([OH:41])[C:29]=4[N:30]=[CH:31][N:32]=3)[CH2:40][CH2:39]2)=[O:60])=[CH:56][CH:57]=1. Given the reactants F[P-](F)(F)(F)(F)F.N1(OC(N(C)C)=[N+](C)C)C2C=CC=CC=2N=N1.[CH3:25][C@H:26]1[C:34]2[C:33]([N:35]3[CH2:40][CH2:39][NH:38][CH2:37][CH2:36]3)=[N:32][CH:31]=[N:30][C:29]=2[C@H:28]([OH:41])[CH2:27]1.C(N(CC)C(C)C)(C)C.[Cl:51][C:52]1[CH:57]=[CH:56][C:55]([C@@H:58]([CH2:62][NH:63][CH2:64][C:65]([OH:68])([CH3:67])[CH3:66])[C:59](O)=[O:60])=[CH:54][CH:53]=1.C(Cl)Cl, predict the reaction product. (3) Given the reactants C(OC(=O)[NH:7][CH:8]1[CH2:13][CH2:12][N:11]([CH2:14][CH2:15][N:16]2[C:25]3[C:20](=[C:21]([C:27]#[N:28])[CH:22]=[C:23]([F:26])[CH:24]=3)[CH:19]=[CH:18][C:17]2=[O:29])[CH2:10][CH2:9]1)(C)(C)C.C(OC(=O)NC1CCN(CCN2C3C(=C(F)C=C(C#N)C=3)C=CC2=O)CC1)(C)(C)C.FC(F)(F)C(O)=O.NC1CCN(CCN2C3C(=CC=C(F)C=3)N=CC2=O)CC1, predict the reaction product. The product is: [NH2:7][CH:8]1[CH2:9][CH2:10][N:11]([CH2:14][CH2:15][N:16]2[C:25]3[C:24](=[C:23]([F:26])[CH:22]=[C:21]([C:27]#[N:28])[CH:20]=3)[CH:19]=[CH:18][C:17]2=[O:29])[CH2:12][CH2:13]1. (4) Given the reactants Cl.[CH3:2][C:3]1[N+:4]([O-])=[C:5]([C:9]2[CH:14]=[CH:13][C:12]([CH3:15])=[CH:11][CH:10]=2)[O:6][C:7]=1[CH3:8].CS([Cl:21])(=O)=O.COCCOC, predict the reaction product. The product is: [Cl:21][CH2:2][C:3]1[N:4]=[C:5]([C:9]2[CH:14]=[CH:13][C:12]([CH3:15])=[CH:11][CH:10]=2)[O:6][C:7]=1[CH3:8]. (5) Given the reactants [CH:1]1([C:4]2[NH:8][N:7]=[C:6]([NH:9][C:10]3[CH:15]=[CH:14][N:13]=[C:12]([NH:16][CH2:17][C:18]4[C:26]5[N:25]=[CH:24][N:23](C6CCCCO6)[C:22]=5[CH:21]=[CH:20][CH:19]=4)[N:11]=3)[CH:5]=2)[CH2:3][CH2:2]1.CC1C=CC(S(O)(=O)=O)=CC=1.O, predict the reaction product. The product is: [NH:23]1[C:22]2[CH:21]=[CH:20][CH:19]=[C:18]([CH2:17][NH:16][C:12]3[N:11]=[C:10]([NH:9][C:6]4[CH:5]=[C:4]([CH:1]5[CH2:2][CH2:3]5)[NH:8][N:7]=4)[CH:15]=[CH:14][N:13]=3)[C:26]=2[N:25]=[CH:24]1. (6) Given the reactants Cl[C:2]([O:4][C:5]1[CH:10]=[CH:9][C:8]([N+:11]([O-:13])=[O:12])=[CH:7][CH:6]=1)=[O:3].C(N(C(C)C)CC)(C)C.[CH3:23][O:24]/[C:25](=[CH:30]\[C:31]1[CH:36]=[CH:35][C:34]([C:37]2[CH:42]=[CH:41][CH:40]=[C:39]([NH:43][CH3:44])[CH:38]=2)=[CH:33][CH:32]=1)/[C:26]([O:28][CH3:29])=[O:27], predict the reaction product. The product is: [CH3:23][O:24]/[C:25](=[CH:30]\[C:31]1[CH:36]=[CH:35][C:34]([C:37]2[CH:42]=[CH:41][CH:40]=[C:39]([N:43]([CH3:44])[C:2]([O:4][C:5]3[CH:10]=[CH:9][C:8]([N+:11]([O-:13])=[O:12])=[CH:7][CH:6]=3)=[O:3])[CH:38]=2)=[CH:33][CH:32]=1)/[C:26]([O:28][CH3:29])=[O:27].